This data is from Forward reaction prediction with 1.9M reactions from USPTO patents (1976-2016). The task is: Predict the product of the given reaction. (1) Given the reactants Cl.[NH2:2][C:3]1[N:8]=[C:7]([CH3:9])[C:6]([CH2:10][NH:11][C:12]2[C:13]3[C:14](=[C:18]([C:34]([O:36]CC)=[O:35])[N:19]([CH2:21][C:22]4[CH:27]=[CH:26][C:25]([CH2:28][N:29]5[CH:33]=[CH:32][CH:31]=[N:30]5)=[CH:24][CH:23]=4)[CH:20]=3)[N:15]=[CH:16][N:17]=2)=[C:5]([CH3:39])[CH:4]=1.[Li+].[OH-].C(O)(=O)CC(CC(O)=O)(C(O)=O)O, predict the reaction product. The product is: [NH2:2][C:3]1[N:8]=[C:7]([CH3:9])[C:6]([CH2:10][NH:11][C:12]2[C:13]3[C:14](=[C:18]([C:34]([OH:36])=[O:35])[N:19]([CH2:21][C:22]4[CH:23]=[CH:24][C:25]([CH2:28][N:29]5[CH:33]=[CH:32][CH:31]=[N:30]5)=[CH:26][CH:27]=4)[CH:20]=3)[N:15]=[CH:16][N:17]=2)=[C:5]([CH3:39])[CH:4]=1. (2) Given the reactants [C:1]([O:9][C:10]1[CH:15]=[CH:14][CH:13]=[C:12]([OH:16])[CH:11]=1)(=O)[C:2]1[CH:7]=[CH:6][CH:5]=[CH:4]C=1.C1(O)CCCCC1, predict the reaction product. The product is: [CH:1]1([O:9][C:10]2[CH:11]=[C:12]([OH:16])[CH:13]=[CH:14][CH:15]=2)[CH2:2][CH2:7][CH2:6][CH2:5][CH2:4]1. (3) Given the reactants CN([C:4]([O:8]N1N=NC2C=CC=NC1=2)=[N+](C)C)C.F[P-](F)(F)(F)(F)F.C(OC([NH:32][C:33]1[N:38]=[C:37]([CH3:39])[C:36]([CH2:40][NH:41][C:42]2[C:43]3[C:44](=[N:48][N:49]([CH2:51][C:52]4[CH:66]=[CH:65][C:55]([CH2:56][N:57]5[CH:61]=[CH:60][C:59](C(O)=O)=[N:58]5)=[CH:54][CH:53]=4)[CH:50]=3)[N:45]=[CH:46][N:47]=2)=[C:35]([CH3:67])[CH:34]=1)=O)(C)(C)C.[NH:68]1[CH2:73][CH2:72][O:71][CH2:70][CH2:69]1.CCN(C(C)C)C(C)C, predict the reaction product. The product is: [NH2:32][C:33]1[N:38]=[C:37]([CH3:39])[C:36]([CH2:40][NH:41][C:42]2[C:43]3[C:44](=[N:48][N:49]([CH2:51][C:52]4[CH:53]=[CH:54][C:55]([CH2:56][N:57]5[CH:61]=[C:60]([C:4]([N:68]6[CH2:73][CH2:72][O:71][CH2:70][CH2:69]6)=[O:8])[CH:59]=[N:58]5)=[CH:65][CH:66]=4)[CH:50]=3)[N:45]=[CH:46][N:47]=2)=[C:35]([CH3:67])[CH:34]=1. (4) Given the reactants [CH3:1][O:2][CH2:3][CH2:4][O:5][C:6]1[CH:7]=[C:8](B2OC(C)(C)C(C)(C)O2)[CH:9]=[CH:10][CH:11]=1.[N:21]1[CH:26]=[CH:25][C:24]([NH:27][C:28]([N:30]2[CH2:33][CH:32]([O:34][C:35]3[CH:40]=[CH:39][C:38](I)=[CH:37][N:36]=3)[CH2:31]2)=[O:29])=[N:23][CH:22]=1.C(=O)([O-])[O-].[K+].[K+].[OH-].[Na+], predict the reaction product. The product is: [N:21]1[CH:26]=[CH:25][C:24]([NH:27][C:28]([N:30]2[CH2:31][CH:32]([O:34][C:35]3[CH:40]=[CH:39][C:38]([C:8]4[CH:9]=[CH:10][CH:11]=[C:6]([O:5][CH2:4][CH2:3][O:2][CH3:1])[CH:7]=4)=[CH:37][N:36]=3)[CH2:33]2)=[O:29])=[N:23][CH:22]=1. (5) Given the reactants [Br:1]Br.C[O:4][C:5]1[CH2:10][CH2:9][CH:8]([O:11][CH2:12][C:13]2[CH:18]=[CH:17][CH:16]=[CH:15][CH:14]=2)[CH2:7][CH:6]=1.COC(C)(C)C, predict the reaction product. The product is: [CH2:12]([O:11][CH:8]1[CH2:9][CH2:10][C:5](=[O:4])[CH:6]([Br:1])[CH2:7]1)[C:13]1[CH:18]=[CH:17][CH:16]=[CH:15][CH:14]=1. (6) The product is: [CH2:13]([C:4]1[C:3]2[C:15](=[O:16])[NH:17][C:19](=[O:20])[NH:1][C:2]=2[N:6]([C:7]2[CH:12]=[CH:11][CH:10]=[CH:9][CH:8]=2)[N:5]=1)[CH3:14]. Given the reactants [NH2:1][C:2]1[N:6]([C:7]2[CH:12]=[CH:11][CH:10]=[CH:9][CH:8]=2)[N:5]=[C:4]([CH2:13][CH3:14])[C:3]=1[C:15]([NH2:17])=[O:16].N[C:19](N)=[O:20].CC(O)=O, predict the reaction product. (7) Given the reactants [F:1][C:2]1[CH:25]=[CH:24][CH:23]=[C:22]([F:26])[C:3]=1[C:4]([NH:6][C:7]([NH:9][C:10]1[CH:15]=[CH:14][C:13]([S:16][C:17]([F:20])([F:19])[F:18])=[CH:12][C:11]=1[F:21])=[O:8])=[O:5].[CH3:27][O:28][CH2:29][CH2:30][O:31][CH2:32]Cl.[H-].[Na+].O, predict the reaction product. The product is: [F:1][C:2]1[CH:25]=[CH:24][CH:23]=[C:22]([F:26])[C:3]=1[C:4]([N:6]([CH2:27][O:28][CH2:29][CH2:30][O:31][CH3:32])[C:7]([NH:9][C:10]1[CH:15]=[CH:14][C:13]([S:16][C:17]([F:19])([F:18])[F:20])=[CH:12][C:11]=1[F:21])=[O:8])=[O:5]. (8) Given the reactants [Br:1][C:2]1[CH:3]=[C:4]([CH:7]=[CH:8][CH:9]=1)[CH:5]=[O:6].[C-]#N.[Na+].[C:13](#[N:16])[CH:14]=[CH2:15].CC(O)=O, predict the reaction product. The product is: [Br:1][C:2]1[CH:3]=[C:4]([C:5](=[O:6])[CH2:15][CH2:14][C:13]#[N:16])[CH:7]=[CH:8][CH:9]=1.